This data is from CYP2C9 inhibition data for predicting drug metabolism from PubChem BioAssay. The task is: Regression/Classification. Given a drug SMILES string, predict its absorption, distribution, metabolism, or excretion properties. Task type varies by dataset: regression for continuous measurements (e.g., permeability, clearance, half-life) or binary classification for categorical outcomes (e.g., BBB penetration, CYP inhibition). Dataset: cyp2c9_veith. (1) The drug is Cc1ccc(C2C(C(=O)c3sc(C)nc3C)=C(O)C(=O)N2CCN2CCOCC2)o1. The result is 0 (non-inhibitor). (2) The molecule is COCCn1c(C(=O)N2CCCC2)cc2c1C[C@H]1CN(C(=O)c3ccccc3)[C@@](Cc3ccc(F)cc3)(C(=O)OC)[C@@H]21. The result is 1 (inhibitor).